This data is from Full USPTO retrosynthesis dataset with 1.9M reactions from patents (1976-2016). The task is: Predict the reactants needed to synthesize the given product. (1) Given the product [CH3:24][CH:19]([C:16]1[CH:17]=[CH:18][C:13]([CH2:12][OH:11])=[CH:14][CH:15]=1)[CH2:20][CH2:21][CH2:22][CH3:23], predict the reactants needed to synthesize it. The reactants are: C(Cl)Cl.COC1C=CC(C[O:11][CH2:12][C:13]2[CH:18]=[CH:17][C:16]([CH:19]([CH3:24])[CH2:20][CH2:21][CH2:22][CH3:23])=[CH:15][CH:14]=2)=CC=1.ClC1C(=O)C(C#N)=C(C#N)C(=O)C=1Cl.C(=O)([O-])O.[Na+]. (2) Given the product [C:1]([O:4][CH2:5][C:6]([CH3:36])([CH3:35])[CH2:7][N:8]1[C:14]2[CH:13]=[CH:18][C:17]([Cl:19])=[CH:16][C:15]=2[C@@H:12]([C:20]2[CH:25]=[CH:24][CH:23]=[C:22]([O:26][CH3:27])[C:21]=2[O:28][CH3:29])[O:11][C@H:10]([CH2:30][C:31]([NH:53][C:54]2[CH:55]=[CH:56][C:57]3[O:61][C:60]([CH2:62][CH2:63][C:64]([O:66][CH2:67][CH3:68])=[O:65])=[CH:59][C:58]=3[CH:69]=2)=[O:32])[C:9]1=[O:34])(=[O:3])[CH3:2], predict the reactants needed to synthesize it. The reactants are: [C:1]([O:4][CH2:5][C:6]([CH3:36])([CH3:35])[CH2:7][N:8]1[C:14]2[CH:15]=[CH:16][C:17]([Cl:19])=[CH:18][C:13]=2[C@@H:12]([C:20]2[CH:25]=[CH:24][CH:23]=[C:22]([O:26][CH3:27])[C:21]=2[O:28][CH3:29])[O:11][C@H:10]([CH2:30][C:31](O)=[O:32])[C:9]1=[O:34])(=[O:3])[CH3:2].C(N(CC)CC)C.ClC(OCC(C)C)=O.Cl.[NH2:53][C:54]1[CH:55]=[CH:56][C:57]2[O:61][C:60]([CH2:62][CH2:63][C:64]([O:66][CH2:67][CH3:68])=[O:65])=[CH:59][C:58]=2[CH:69]=1.N1C=CC=CC=1. (3) Given the product [F:1][C:2]([F:15])([F:14])[C:3]1[CH:4]=[C:5]([C:7]2[CH:12]=[CH:11][CH:10]=[CH:9][N:8]=2)[N:25]=[C:23]([S:22][CH3:21])[N:24]=1, predict the reactants needed to synthesize it. The reactants are: [F:1][C:2]([F:15])([F:14])[C:3](=O)[CH2:4][C:5]([C:7]1[CH:12]=[CH:11][CH:10]=[CH:9][N:8]=1)=O.S(O)(O)(=O)=O.[CH3:21][S:22][C:23](=[NH:25])[NH2:24].[O-]CC.[Na+]. (4) The reactants are: [C:1]1([C@H:7]2[C@@H:11]([C:12]3[CH:17]=[CH:16][CH:15]=[CH:14][CH:13]=3)[O:10][C:9](=[O:18])[NH:8]2)[CH:6]=[CH:5][CH:4]=[CH:3][CH:2]=1.Br[C:20]1[CH:21]=[C:22]([NH2:27])[C:23]([NH2:26])=[CH:24][CH:25]=1.[C:28](=O)([O-])[O-].[K+].[K+].C1(N)CCCCC1N.Cl. Given the product [NH:27]1[C:22]2[CH:21]=[C:20]([N:8]3[C@@H:7]([C:1]4[CH:2]=[CH:3][CH:4]=[CH:5][CH:6]=4)[C@@H:11]([C:12]4[CH:13]=[CH:14][CH:15]=[CH:16][CH:17]=4)[O:10][C:9]3=[O:18])[CH:25]=[CH:24][C:23]=2[N:26]=[CH:28]1, predict the reactants needed to synthesize it. (5) Given the product [Cl:1][C:3]1[C:4]([C:10]#[N:11])=[N:5][C:6]([I:9])=[CH:7][N:8]=1, predict the reactants needed to synthesize it. The reactants are: [ClH:1].N[C:3]1[C:4]([C:10]#[N:11])=[N:5][C:6]([I:9])=[CH:7][N:8]=1.N([O-])=O.[Na+]. (6) Given the product [CH3:6][C@@:5]1([OH:7])[C:4]2([CH2:13][C:14]([CH3:16])([CH3:17])[CH2:15][C:2]([CH3:18])([CH3:1])[CH2:3]2)[C@H:10]([CH3:11])[CH2:9][C@@H:8]1[OH:12], predict the reactants needed to synthesize it. The reactants are: [CH3:1][C:2]1([CH3:18])[CH2:15][C:14]([CH3:17])([CH3:16])[CH2:13][C:4]2([C@@H:10]([CH3:11])[CH2:9][C:8](=[O:12])[C@:5]32[O:7][CH2:6]3)[CH2:3]1.[H-].[Al+3].[Li+].[H-].[H-].[H-]. (7) Given the product [NH2:7][CH:8]1[CH2:12][CH2:11][N:10]([C:13]2[CH:14]=[N:15][C:16]([O:22][C:23]3[CH:24]=[CH:25][C:26]([O:29][C:30]4[CH:35]=[CH:34][CH:33]=[C:32]([F:36])[CH:31]=4)=[CH:27][CH:28]=3)=[C:17]([CH:18]=2)[C:19]([NH2:20])=[O:21])[CH2:9]1, predict the reactants needed to synthesize it. The reactants are: C(OC(=O)[NH:7][CH:8]1[CH2:12][CH2:11][N:10]([C:13]2[CH:14]=[N:15][C:16]([O:22][C:23]3[CH:28]=[CH:27][C:26]([O:29][C:30]4[CH:35]=[CH:34][CH:33]=[C:32]([F:36])[CH:31]=4)=[CH:25][CH:24]=3)=[C:17]([C:19](=[O:21])[NH2:20])[CH:18]=2)[CH2:9]1)(C)(C)C.Cl. (8) The reactants are: [CH3:1][O:2][C:3]1[CH:4]=[CH:5][C:6]2[O:10][CH:9]=[C:8]([CH2:11][CH2:12]O)[C:7]=2[CH:14]=1.C1(P(C2C=CC=CC=2)C2C=CC=CC=2)C=CC=CC=1.[I:34]I.N1C=CN=C1. Given the product [CH3:1][O:2][C:3]1[CH:4]=[CH:5][C:6]2[O:10][CH:9]=[C:8]([CH2:11][CH2:12][I:34])[C:7]=2[CH:14]=1, predict the reactants needed to synthesize it. (9) The reactants are: [F:1][C:2]1[CH:7]=[CH:6][C:5]([C@@H:8]2[CH2:10][C@H:9]2[N:11]([CH2:33][CH:34]=[CH2:35])[CH2:12][CH2:13][CH2:14][C@H:15]([NH:19][C:20]([C:22]2[CH:27]=[CH:26][C:25]([N:28]3[CH:32]=[CH:31][CH:30]=[N:29]3)=[CH:24][CH:23]=2)=[O:21])[C:16](O)=[O:17])=[CH:4][CH:3]=1.[NH:36]1[CH2:39][CH:38]([C:40]#[N:41])[CH2:37]1. Given the product [C:40]([CH:38]1[CH2:39][N:36]([C:16](=[O:17])[C@@H:15]([NH:19][C:20](=[O:21])[C:22]2[CH:23]=[CH:24][C:25]([N:28]3[CH:32]=[CH:31][CH:30]=[N:29]3)=[CH:26][CH:27]=2)[CH2:14][CH2:13][CH2:12][N:11]([C@@H:9]2[CH2:10][C@H:8]2[C:5]2[CH:6]=[CH:7][C:2]([F:1])=[CH:3][CH:4]=2)[CH2:33][CH:34]=[CH2:35])[CH2:37]1)#[N:41], predict the reactants needed to synthesize it.